From a dataset of Catalyst prediction with 721,799 reactions and 888 catalyst types from USPTO. Predict which catalyst facilitates the given reaction. (1) Reactant: [CH2:1]([O:8][C@@H:9]1[C@@H:17]([CH:18]=[O:19])[O:16][C@H:15]2[C@H:11]([N:12]=[C:13]([N:20]([CH3:22])[CH3:21])[S:14]2)[CH2:10]1)[C:2]1[CH:7]=[CH:6][CH:5]=[CH:4][CH:3]=1.[Si]([C:27]([F:30])([F:29])[F:28])(C)(C)C.CCCC[N+](CCCC)(CCCC)CCCC.[F-]. Product: [CH2:1]([O:8][C@@H:9]1[C@@H:17]([CH:18]([OH:19])[C:27]([F:30])([F:29])[F:28])[O:16][C@H:15]2[C@H:11]([N:12]=[C:13]([N:20]([CH3:22])[CH3:21])[S:14]2)[CH2:10]1)[C:2]1[CH:7]=[CH:6][CH:5]=[CH:4][CH:3]=1. The catalyst class is: 554. (2) Reactant: [NH2:1][C:2]1[CH:11]=[CH:10][C:9]2[C:4](=[CH:5][CH:6]=[CH:7][CH:8]=2)[C:3]=1[C:12]([O:14][CH3:15])=[O:13].[Br:16]Br. Product: [NH2:1][C:2]1[C:11]([Br:16])=[CH:10][C:9]2[CH2:8][CH2:7][CH2:6][CH2:5][C:4]=2[C:3]=1[C:12]([O:14][CH3:15])=[O:13]. The catalyst class is: 794. (3) Reactant: Cl[C:2]1[N:6](C2CCCCO2)[C:5]2[CH:13]=[C:14]([Cl:18])[C:15]([Cl:17])=[CH:16][C:4]=2[N:3]=1.Cl.[CH3:20][S:21]([N:24]1[C:37]2[C:32](=[CH:33][CH:34]=[CH:35][CH:36]=2)[C:26]2([CH2:31][CH2:30][NH:29][CH2:28][CH2:27]2)[CH2:25]1)(=[O:23])=[O:22].C(=O)([O-])[O-].[Cs+].[Cs+].C12(CS(O)(=O)=O)C(C)(C)C(CC1)CC2=O. Product: [Cl:17][C:15]1[C:14]([Cl:18])=[CH:13][C:5]2[N:6]=[C:2]([N:29]3[CH2:30][CH2:31][C:26]4([C:32]5[C:37](=[CH:36][CH:35]=[CH:34][CH:33]=5)[N:24]([S:21]([CH3:20])(=[O:22])=[O:23])[CH2:25]4)[CH2:27][CH2:28]3)[NH:3][C:4]=2[CH:16]=1. The catalyst class is: 38. (4) Reactant: [Br:1][C:2]1[CH:3]=[C:4]([CH:11]=[CH:12][CH:13]=1)[CH2:5][NH:6][CH2:7][CH2:8][O:9][CH3:10].[C:14]([O:18][C:19](=O)[O:20]C(C)(C)C)([CH3:17])([CH3:16])[CH3:15]. Product: [Br:1][C:2]1[CH:3]=[C:4]([CH:11]=[CH:12][CH:13]=1)[CH2:5][N:6]([CH2:7][CH2:8][O:9][CH3:10])[C:19](=[O:20])[O:18][C:14]([CH3:17])([CH3:16])[CH3:15]. The catalyst class is: 64.